From a dataset of Full USPTO retrosynthesis dataset with 1.9M reactions from patents (1976-2016). Predict the reactants needed to synthesize the given product. (1) Given the product [NH2:1][C:2]1[N:3]=[CH:4][C:5]([C:18]2[CH:19]=[C:20]([CH:23]=[CH:24][CH:25]=2)[CH2:21][NH:26][CH:27]2[CH2:32][CH2:31][N:30]([C:33]([O:35][C:36]([CH3:37])([CH3:38])[CH3:39])=[O:34])[C@@H:29]([C:40]([O:42][C:43]([CH3:46])([CH3:45])[CH3:44])=[O:41])[CH2:28]2)=[N:6][C:7]=1[NH:8][CH2:9][C:10]1[C:11]([Cl:17])=[CH:12][CH:13]=[CH:14][C:15]=1[Cl:16], predict the reactants needed to synthesize it. The reactants are: [NH2:1][C:2]1[N:3]=[CH:4][C:5]([C:18]2[CH:19]=[C:20]([CH:23]=[CH:24][CH:25]=2)[CH:21]=O)=[N:6][C:7]=1[NH:8][CH2:9][C:10]1[C:15]([Cl:16])=[CH:14][CH:13]=[CH:12][C:11]=1[Cl:17].[NH2:26][CH:27]1[CH2:32][CH2:31][N:30]([C:33]([O:35][C:36]([CH3:39])([CH3:38])[CH3:37])=[O:34])[C@@H:29]([C:40]([O:42][C:43]([CH3:46])([CH3:45])[CH3:44])=[O:41])[CH2:28]1.C([O-])(O)=O.[Na+].C(Cl)Cl. (2) The reactants are: [Cl:1][C:2]1[CH:7]=[CH:6][CH:5]=[CH:4][C:3]=1[C:8]1[N:9]=[C:10]([NH2:13])[S:11][CH:12]=1.[Cl:14][C:15]1[CH:20]=[C:19]([Cl:21])[CH:18]=[C:17]([Cl:22])[C:16]=1[S:23](Cl)(=[O:25])=[O:24]. Given the product [Cl:14][C:15]1[CH:20]=[C:19]([Cl:21])[CH:18]=[C:17]([Cl:22])[C:16]=1[S:23]([NH:13][C:10]1[S:11][CH:12]=[C:8]([C:3]2[CH:4]=[CH:5][CH:6]=[CH:7][C:2]=2[Cl:1])[N:9]=1)(=[O:25])=[O:24], predict the reactants needed to synthesize it.